From a dataset of Forward reaction prediction with 1.9M reactions from USPTO patents (1976-2016). Predict the product of the given reaction. (1) Given the reactants [F:1][C:2]([F:36])([F:35])[C:3]1[CH:4]=[C:5]([CH:13]([N:15]([CH3:34])[C:16]([N:18]2[CH2:25][CH:24]3[CH:20]([CH2:21][NH:22][CH2:23]3)[CH:19]2[C:26]2[CH:31]=[CH:30][C:29]([F:32])=[CH:28][C:27]=2[CH3:33])=[O:17])[CH3:14])[CH:6]=[C:7]([C:9]([F:12])([F:11])[F:10])[CH:8]=1.Cl.[N:38]1([CH2:43][C:44](O)=[O:45])[CH2:42][CH2:41][CH2:40][CH2:39]1.CCN(C(C)C)C(C)C.CN([P+](ON1N=NC2C=CC=CC1=2)(N(C)C)N(C)C)C.F[P-](F)(F)(F)(F)F, predict the reaction product. The product is: [F:36][C:2]([F:1])([F:35])[C:3]1[CH:4]=[C:5]([CH:13]([N:15]([CH3:34])[C:16]([N:18]2[CH2:25][CH:24]3[CH:20]([CH2:21][N:22]([C:44](=[O:45])[CH2:43][N:38]4[CH2:42][CH2:41][CH2:40][CH2:39]4)[CH2:23]3)[CH:19]2[C:26]2[CH:31]=[CH:30][C:29]([F:32])=[CH:28][C:27]=2[CH3:33])=[O:17])[CH3:14])[CH:6]=[C:7]([C:9]([F:12])([F:10])[F:11])[CH:8]=1. (2) Given the reactants [CH:1]1[C:9]2[C:8]3[CH:10]=[CH:11][CH:12]=[CH:13][C:7]=3[O:6][C:5]=2[CH:4]=[CH:3][CH:2]=1.C[C:15]([O-])([CH3:17])C.[K+].[SiH:20]([CH2:25][CH3:26])([CH2:23][CH3:24])[CH2:21][CH3:22], predict the reaction product. The product is: [CH2:21]([Si:20]([CH2:15][CH3:17])([CH2:23][CH3:24])[C:13]1[CH:12]=[CH:11][CH:10]=[C:8]([C:9]2[CH:5]=[CH:4][CH:3]=[C:2]([Si:20]([CH2:25][CH3:26])([CH2:23][CH3:24])[CH2:21][CH3:22])[CH:1]=2)[C:7]=1[OH:6])[CH3:22]. (3) Given the reactants [CH2:1]([O:8][C:9]1[C:10]([F:19])=[C:11]([CH2:16][CH2:17][NH2:18])[CH:12]=[CH:13][C:14]=1[F:15])[C:2]1[CH:7]=[CH:6][CH:5]=[CH:4][CH:3]=1.CCN(CC)CC.[CH3:27][S:28](Cl)(=[O:30])=[O:29].O, predict the reaction product. The product is: [CH2:1]([O:8][C:9]1[C:10]([F:19])=[C:11]([CH:12]=[CH:13][C:14]=1[F:15])[CH2:16][CH2:17][NH:18][S:28]([CH3:27])(=[O:30])=[O:29])[C:2]1[CH:3]=[CH:4][CH:5]=[CH:6][CH:7]=1. (4) Given the reactants [CH:1]([N:4]1[CH2:9][CH2:8][N:7]([C:10]([C:12]2[CH:19]=[CH:18][C:15]([CH:16]=O)=[CH:14][CH:13]=2)=[O:11])[CH2:6][CH2:5]1)([CH3:3])[CH3:2].[CH3:20][O:21][CH2:22][CH2:23][NH:24][CH2:25][CH3:26], predict the reaction product. The product is: [CH2:25]([N:24]([CH2:16][C:15]1[CH:18]=[CH:19][C:12]([C:10]([N:7]2[CH2:8][CH2:9][N:4]([CH:1]([CH3:3])[CH3:2])[CH2:5][CH2:6]2)=[O:11])=[CH:13][CH:14]=1)[CH2:23][CH2:22][O:21][CH3:20])[CH3:26]. (5) Given the reactants [F:1][CH:2]([F:10])[C:3]1[C:4]([CH3:9])=[N:5][CH:6]=[CH:7][CH:8]=1.[Se]=[O:12], predict the reaction product. The product is: [F:1][CH:2]([F:10])[C:3]1[C:4]([CH:9]=[O:12])=[N:5][CH:6]=[CH:7][CH:8]=1. (6) The product is: [Br:24][C:25]1[CH:34]=[CH:33][CH:32]=[C:31]2[C:26]=1[CH:27]=[N:28][C:29]([NH:1][CH2:2][C@@H:3]1[C@H:8]([CH3:9])[CH2:7][CH2:6][CH2:5][N:4]1[C:10]([C:12]1[CH:17]=[C:16]([CH3:18])[CH:15]=[CH:14][C:13]=1[N:19]1[N:23]=[CH:22][CH:21]=[N:20]1)=[O:11])=[N:30]2. Given the reactants [NH2:1][CH2:2][C@@H:3]1[C@H:8]([CH3:9])[CH2:7][CH2:6][CH2:5][N:4]1[C:10]([C:12]1[CH:17]=[C:16]([CH3:18])[CH:15]=[CH:14][C:13]=1[N:19]1[N:23]=[CH:22][CH:21]=[N:20]1)=[O:11].[Br:24][C:25]1[CH:34]=[CH:33][CH:32]=[C:31]2[C:26]=1[CH:27]=[N:28][C:29](Cl)=[N:30]2, predict the reaction product. (7) Given the reactants C[Si]([N-][Si](C)(C)C)(C)C.[K+].[CH3:11][O:12][C:13]1[CH:18]=[CH:17][C:16]([OH:19])=[CH:15][CH:14]=1.Cl[C:21]1[C:22]2[CH:31]=[CH:30][C:29]([S:32]([CH3:35])(=[O:34])=[O:33])=[CH:28][C:23]=2[S:24][C:25]=1[C:26]#[N:27], predict the reaction product. The product is: [CH3:35][S:32]([C:29]1[CH:30]=[CH:31][C:22]2[C:21]([O:19][C:16]3[CH:17]=[CH:18][C:13]([O:12][CH3:11])=[CH:14][CH:15]=3)=[C:25]([C:26]#[N:27])[S:24][C:23]=2[CH:28]=1)(=[O:34])=[O:33].